Dataset: Reaction yield outcomes from USPTO patents with 853,638 reactions. Task: Predict the reaction yield, written as a fraction of the theoretical maximum amount of product (1.0 means a 100% yield; for example, 0.34 means a 34% yield). (1) The reactants are [NH2:1][CH2:2][CH2:3][C:4]#[C:5][C:6]1[CH:15]=[CH:14][C:9]([C:10]([NH:12][CH3:13])=[O:11])=[C:8]([NH:16][CH2:17][CH3:18])[N:7]=1. The catalyst is C(O)C.[Pd]. The product is [NH2:1][CH2:2][CH2:3][CH2:4][CH2:5][C:6]1[CH:15]=[CH:14][C:9]([C:10]([NH:12][CH3:13])=[O:11])=[C:8]([NH:16][CH2:17][CH3:18])[N:7]=1. The yield is 0.938. (2) The reactants are O[C:2]1([C:12]2[C:21]([OH:22])=[CH:20][C:15]3[N:16]=[C:17]([CH3:19])[S:18][C:14]=3[CH:13]=2)[C:10]2[C:5](=[CH:6][CH:7]=[CH:8][CH:9]=2)[NH:4][C:3]1=[O:11].I. The catalyst is O.C(OCC)(=O)C. The product is [OH:22][C:21]1[C:12]([CH:2]2[C:10]3[C:5](=[CH:6][CH:7]=[CH:8][CH:9]=3)[NH:4][C:3]2=[O:11])=[CH:13][C:14]2[S:18][C:17]([CH3:19])=[N:16][C:15]=2[CH:20]=1. The yield is 0.990. (3) The reactants are [CH:1]1([N:7]2[C:12](=[O:13])[C:11]([C:14]([NH:16][CH2:17][C:18]([OH:20])=[O:19])=[O:15])=[C:10]([OH:21])[N:9]([CH:22]3[CH2:27][CH2:26][CH2:25][NH:24][CH2:23]3)[C:8]2=[O:28])[CH2:6][CH2:5][CH2:4][CH2:3][CH2:2]1.[C:29](O)(=[O:31])[CH3:30]. The catalyst is C(OC(=O)C)(=O)C.C(OCC)(=O)C. The product is [C:29]([N:24]1[CH2:25][CH2:26][CH2:27][CH:22]([N:9]2[C:10]([OH:21])=[C:11]([C:14]([NH:16][CH2:17][C:18]([OH:20])=[O:19])=[O:15])[C:12](=[O:13])[N:7]([CH:1]3[CH2:6][CH2:5][CH2:4][CH2:3][CH2:2]3)[C:8]2=[O:28])[CH2:23]1)(=[O:31])[CH3:30]. The yield is 0.310. (4) The reactants are [F:1][C:2]([F:7])([F:6])[C:3]([OH:5])=[O:4].[CH2:8]([S:10]([N:13]1[CH2:18][CH2:17][CH:16]([C:19]2[C:27]3[C:22](=[C:23]([C:43]([NH2:45])=[O:44])[CH:24]=[C:25]([C:28]4[CH:33]=[C:32]([CH2:34][NH:35][CH2:36][C@@H:37]5[CH2:41][CH2:40]CO5)[CH:31]=[C:30]([F:42])[CH:29]=4)[CH:26]=3)[NH:21][CH:20]=2)[CH2:15][CH2:14]1)(=[O:12])=[O:11])[CH3:9].O1CCC[C@H]1CN. No catalyst specified. The product is [F:1][C:2]([F:7])([F:6])[C:3]([OH:5])=[O:4].[CH:37]1([CH2:36][NH:35][CH2:34][C:32]2[CH:33]=[C:28]([C:25]3[CH:26]=[C:27]4[C:22](=[C:23]([C:43]([NH2:45])=[O:44])[CH:24]=3)[NH:21][CH:20]=[C:19]4[CH:16]3[CH2:17][CH2:18][N:13]([S:10]([CH2:8][CH3:9])(=[O:11])=[O:12])[CH2:14][CH2:15]3)[CH:29]=[C:30]([F:42])[CH:31]=2)[CH2:41][CH2:40]1. The yield is 0.387. (5) The reactants are [CH3:1][NH:2][C@@H:3]([CH3:7])[C:4]([OH:6])=[O:5].[BH3-]C#N.[Na+].O=[C:13]1[CH2:16][N:15]([C:17]([O:19][C:20]([CH3:23])([CH3:22])[CH3:21])=[O:18])[CH2:14]1. The catalyst is CO. The product is [C:20]([O:19][C:17]([N:15]1[CH2:16][CH:13]([N:2]([CH3:1])[C@@H:3]([CH3:7])[C:4]([OH:6])=[O:5])[CH2:14]1)=[O:18])([CH3:23])([CH3:22])[CH3:21]. The yield is 0.390. (6) The reactants are [OH:1][C:2]1[CH:3]=[C:4]2[C:9](=[CH:10][CH:11]=1)[CH:8]=[C:7]([C@:12]1([CH3:18])[CH2:16][O:15][C:14](=[O:17])[NH:13]1)[CH:6]=[CH:5]2.O1CCCC1.[C:24]([CH:28]1[CH2:33][CH2:32][CH:31](O)[CH2:30][CH2:29]1)([CH3:27])([CH3:26])[CH3:25].C1(P(C2C=CC=CC=2)C2C=CC=CC=2)C=CC=CC=1.N(C(OC(C)C)=O)=NC(OC(C)C)=O. No catalyst specified. The product is [C:24]([C@H:28]1[CH2:33][CH2:32][C@H:31]([O:1][C:2]2[CH:3]=[C:4]3[C:9](=[CH:10][CH:11]=2)[CH:8]=[C:7]([C@:12]2([CH3:18])[CH2:16][O:15][C:14](=[O:17])[NH:13]2)[CH:6]=[CH:5]3)[CH2:30][CH2:29]1)([CH3:27])([CH3:26])[CH3:25]. The yield is 0.640. (7) The reactants are Cl[S:2]([CH2:5][CH2:6][CH2:7][CH2:8][CH2:9][C:10]([O:12][CH2:13][C:14]1[CH:19]=[CH:18][CH:17]=[CH:16][CH:15]=1)=[O:11])(=[O:4])=[O:3].[OH:20][CH2:21][C@:22]([OH:72])([CH3:71])[C:23](=[O:70])[C@@H:24]([NH:29][C:30](=[O:69])[C@@H:31]([NH:39][C:40](=[O:68])[C@@H:41]([NH:46][C:47](=[O:67])[C@@H:48]([NH:57][C:58](=[O:66])[CH2:59][N:60]1[CH2:65][CH2:64][O:63][CH2:62][CH2:61]1)[CH2:49][CH2:50][C:51]1[CH:56]=[CH:55][CH:54]=[CH:53][CH:52]=1)[CH2:42][CH:43]([CH3:45])[CH3:44])[CH2:32][C:33]1[CH:38]=[CH:37][CH:36]=[CH:35][CH:34]=1)[CH2:25][CH:26]([CH3:28])[CH3:27].N1C=CC=CC=1. The catalyst is CN(C1C=CN=CC=1)C.ClCCl. The product is [OH:72][C@@:22]([CH3:71])([C:23](=[O:70])[C@@H:24]([NH:29][C:30](=[O:69])[C@@H:31]([NH:39][C:40](=[O:68])[C@@H:41]([NH:46][C:47](=[O:67])[C@@H:48]([NH:57][C:58](=[O:66])[CH2:59][N:60]1[CH2:65][CH2:64][O:63][CH2:62][CH2:61]1)[CH2:49][CH2:50][C:51]1[CH:52]=[CH:53][CH:54]=[CH:55][CH:56]=1)[CH2:42][CH:43]([CH3:45])[CH3:44])[CH2:32][C:33]1[CH:38]=[CH:37][CH:36]=[CH:35][CH:34]=1)[CH2:25][CH:26]([CH3:27])[CH3:28])[CH2:21][O:20][S:2]([CH2:5][CH2:6][CH2:7][CH2:8][CH2:9][C:10]([O:12][CH2:13][C:14]1[CH:15]=[CH:16][CH:17]=[CH:18][CH:19]=1)=[O:11])(=[O:4])=[O:3]. The yield is 0.500. (8) The reactants are [CH2:1]([Mg]Br)[CH:2]([CH3:4])[CH3:3].C(OCC)C.CC(O[B:16]1[O:20][C@@H:19]2[CH2:21][C@@H:22]3[CH2:25][C@H:24]([C@:18]2([CH3:28])[O:17]1)[C:23]3([CH3:27])[CH3:26])C.[Na+].[Cl-]. The catalyst is O1CCCC1.S(=O)(=O)(O)O.C(OC(C)C)(C)C. The product is [CH3:3][CH:2]([CH3:4])[CH2:1][B:16]1[O:20][C@@H:19]2[CH2:21][C@@H:22]3[CH2:25][C@H:24]([C@:18]2([CH3:28])[O:17]1)[C:23]3([CH3:27])[CH3:26]. The yield is 0.620.